From a dataset of CYP2C9 inhibition data for predicting drug metabolism from PubChem BioAssay. Regression/Classification. Given a drug SMILES string, predict its absorption, distribution, metabolism, or excretion properties. Task type varies by dataset: regression for continuous measurements (e.g., permeability, clearance, half-life) or binary classification for categorical outcomes (e.g., BBB penetration, CYP inhibition). Dataset: cyp2c9_veith. (1) The drug is CN(C(=O)COc1cccc(Br)c1)C1CCS(=O)(=O)C1. The result is 0 (non-inhibitor). (2) The compound is COc1cc2c(cc1OC)[C@@H]1C(=O)c3ccc4c(c3O[C@@H]1CO2)C=CC(C)(C)O4. The result is 0 (non-inhibitor). (3) The compound is CCCc1c(OCCCOc2ccc(OCC(=O)O)cc2)ccc(CC=O)c1O. The result is 0 (non-inhibitor). (4) The drug is O=S(=O)(c1ccccc1)N1CCC[C@@]2(CCN(Cc3cc(C(F)(F)F)cc(C(F)(F)F)c3)C2)C1. The result is 0 (non-inhibitor). (5) The drug is c1ccc(-c2nc(N3CCCCCC3)nc(-n3ccnc3)n2)cc1. The result is 1 (inhibitor). (6) The compound is Cc1ccc(C2C(=O)N(C3CCCC3)CC(=O)N2CC2COc3ccccc3O2)cc1. The result is 1 (inhibitor). (7) The drug is CS(=O)(=O)Nc1cccc(-c2ccc3ncnc(Nc4ccccc4)c3c2)c1. The result is 0 (non-inhibitor).